Dataset: Reaction yield outcomes from USPTO patents with 853,638 reactions. Task: Predict the reaction yield, written as a fraction of the theoretical maximum amount of product (1.0 means a 100% yield; for example, 0.34 means a 34% yield). The reactants are [CH2:1]([O:3][CH:4]([O:41][CH2:42][CH3:43])[C@@H:5]([N:7]([CH2:30][C:31]1[CH:32]=[CH:33][CH:34]=[C:35]2[C:40]=1[N:39]=[CH:38][CH:37]=[CH:36]2)[C:8](=[O:29])[C@@H:9]([NH:11]C(=O)OCC1C2C=CC=CC=2C2C1=CC=CC=2)[CH3:10])[CH3:6])[CH3:2].N1CCCCC1.CC(=O)OCC.CO. The catalyst is C(Cl)Cl. The product is [NH2:11][C@@H:9]([CH3:10])[C:8]([N:7]([C@@H:5]([CH3:6])[CH:4]([O:41][CH2:42][CH3:43])[O:3][CH2:1][CH3:2])[CH2:30][C:31]1[CH:32]=[CH:33][CH:34]=[C:35]2[C:40]=1[N:39]=[CH:38][CH:37]=[CH:36]2)=[O:29]. The yield is 0.730.